Regression/Classification. Given a drug SMILES string, predict its absorption, distribution, metabolism, or excretion properties. Task type varies by dataset: regression for continuous measurements (e.g., permeability, clearance, half-life) or binary classification for categorical outcomes (e.g., BBB penetration, CYP inhibition). Dataset: rlm. From a dataset of Rat liver microsome stability data. (1) The compound is O=C(NOCCO)c1c(Nc2ccc(I)cc2F)c(F)c(=O)n2c1CCC2. The result is 0 (unstable in rat liver microsomes). (2) The compound is O=C(NCc1cccc(C(F)(F)F)c1)c1ccc(CN2CCCCC2)cc1. The result is 1 (stable in rat liver microsomes). (3) The compound is Cc1cc(C)c(C(=O)Nc2cccc(S(=O)(=O)N3CCCC3)c2)[nH]1. The result is 1 (stable in rat liver microsomes). (4) The molecule is CC(C)n1nc(C(=O)N[C@H]2C[C@H]3CC[C@@H](C2)N3CCN2CCN(S(C)(=O)=O)CC2)c2ccccc21. The result is 0 (unstable in rat liver microsomes). (5) The compound is CC(C)(N)c1ccc(-c2cnc3c(-c4ccc(S(N)(=O)=O)c5ccccc45)cnn3c2)cc1. The result is 0 (unstable in rat liver microsomes). (6) The drug is CC(C)(C)c1noc([C@@H]2CCCN2C(=O)C[C@H](N)Cc2cc(F)c(F)cc2F)n1. The result is 1 (stable in rat liver microsomes). (7) The drug is NC1CN(c2ccccc2)CC1c1ccc(Cl)cc1Cl. The result is 0 (unstable in rat liver microsomes).